From a dataset of Full USPTO retrosynthesis dataset with 1.9M reactions from patents (1976-2016). Predict the reactants needed to synthesize the given product. (1) Given the product [C:34]([O:33][C:31]([C@H:7]1[CH2:6][CH:5]([CH2:4][C:3]([O:2][CH3:1])=[O:38])[CH2:10][NH:9][C@@H:8]1[C:21]([OH:23])=[O:22])=[O:32])([CH3:37])([CH3:35])[CH3:36], predict the reactants needed to synthesize it. The reactants are: [CH3:1][O:2][C:3](=[O:38])[CH:4]=[C:5]1[CH2:10][N:9](C(OCC2C=CC=CC=2)=O)[C@H:8]([C:21]([O:23]CC2C=CC=CC=2)=[O:22])[C@@H:7]([C:31]([O:33][C:34]([CH3:37])([CH3:36])[CH3:35])=[O:32])[CH2:6]1.[H][H]. (2) Given the product [NH2:1][C:2]1[C:16]([Br:17])=[CH:15][C:5]2[C:6]([C:12]([NH:20][CH3:19])=[O:13])=[C:7]([CH:9]3[CH2:11][CH2:10]3)[O:8][C:4]=2[CH:3]=1, predict the reactants needed to synthesize it. The reactants are: [NH2:1][C:2]1[C:16]([Br:17])=[CH:15][C:5]2[C:6]([C:12](O)=[O:13])=[C:7]([CH:9]3[CH2:11][CH2:10]3)[O:8][C:4]=2[CH:3]=1.C[CH2:19][N:20]=C=NCCCN(C)C.C1C=CC2N(O)N=NC=2C=1.CN.Cl. (3) Given the product [Cl:1][C:2]1[CH:27]=[C:26]([C:28]2[S:29][CH:30]=[C:31]([CH3:33])[CH:32]=2)[CH:25]=[CH:24][C:3]=1[O:4][CH2:5][CH2:6][N:7]1[C:11]([O:12][CH2:13][CH3:14])=[CH:10][C:9]([C:15]2[CH:16]=[C:17]([CH:21]=[CH:22][CH:23]=2)[C:18]([NH:45][CH2:36][N:37]2[CH2:42][CH2:41][O:40][CH2:39][CH2:38]2)=[O:20])=[N:8]1, predict the reactants needed to synthesize it. The reactants are: [Cl:1][C:2]1[CH:27]=[C:26]([C:28]2[S:29][CH:30]=[C:31]([CH3:33])[CH:32]=2)[CH:25]=[CH:24][C:3]=1[O:4][CH2:5][CH2:6][N:7]1[C:11]([O:12][CH2:13][CH3:14])=[CH:10][C:9]([C:15]2[CH:16]=[C:17]([CH:21]=[CH:22][CH:23]=2)[C:18]([OH:20])=O)=[N:8]1.NC[CH2:36][N:37]1[CH2:42][CH2:41][O:40][CH2:39][CH2:38]1.CC[N:45]=C=NCCCN(C)C.C1C=CC2N(O)N=NC=2C=1.